Dataset: Catalyst prediction with 721,799 reactions and 888 catalyst types from USPTO. Task: Predict which catalyst facilitates the given reaction. (1) Reactant: [CH:1]1([S:7][CH:8]([C:12]2[CH:17]=[CH:16][C:15]([Cl:18])=[C:14]([Cl:19])[CH:13]=2)[C:9]([OH:11])=O)[CH2:6][CH2:5][CH2:4][CH2:3][CH2:2]1.[NH2:20][C:21]1[CH:26]=[CH:25][CH:24]=[CH:23][N:22]=1. Product: [CH:1]1([S:7][CH:8]([C:12]2[CH:17]=[CH:16][C:15]([Cl:18])=[C:14]([Cl:19])[CH:13]=2)[C:9]([NH:20][C:21]2[CH:26]=[CH:25][CH:24]=[CH:23][N:22]=2)=[O:11])[CH2:2][CH2:3][CH2:4][CH2:5][CH2:6]1. The catalyst class is: 1. (2) Reactant: [NH2:1][C:2]1[CH:3]=[C:4]([CH:8]=[C:9](Br)[CH:10]=1)[C:5]([OH:7])=[O:6].[CH3:12][C:13](B(O)O)=[C:14]([CH3:16])[CH3:15].C(=O)([O-])[O-].[K+].[K+].O. Product: [NH2:1][C:2]1[CH:3]=[C:4]([CH:8]=[C:9]([C:13]([CH3:12])=[C:14]([CH3:16])[CH3:15])[CH:10]=1)[C:5]([OH:7])=[O:6]. The catalyst class is: 77. (3) Reactant: [Br:1][C:2]1[CH:3]=[C:4]([CH:8]=[CH:9][CH:10]=1)[C:5]([OH:7])=O.[NH2:11][C@@H:12]([CH2:25][CH:26]1[CH2:31][CH2:30][CH2:29][CH2:28][CH2:27]1)[CH2:13][N:14]([CH3:24])[C:15](=[O:23])[O:16][CH2:17][CH2:18][Si:19]([CH3:22])([CH3:21])[CH3:20].C(Cl)CCl.CCN(C(C)C)C(C)C. Product: [Br:1][C:2]1[CH:3]=[C:4]([CH:8]=[CH:9][CH:10]=1)[C:5]([NH:11][C@@H:12]([CH2:25][CH:26]1[CH2:27][CH2:28][CH2:29][CH2:30][CH2:31]1)[CH2:13][N:14]([CH3:24])[C:15](=[O:23])[O:16][CH2:17][CH2:18][Si:19]([CH3:21])([CH3:22])[CH3:20])=[O:7]. The catalyst class is: 2. (4) Reactant: C(OC([N:8]([C:10]([C:12]1[CH:17]=[C:16]([CH3:18])[N:15]=[C:14]([CH3:19])[CH:13]=1)=[O:11])[NH2:9])=O)(C)(C)C.[ClH:20]. Product: [CH3:18][C:16]1[CH:17]=[C:12]([CH:13]=[C:14]([CH3:19])[N:15]=1)[C:10]([NH:8][NH2:9])=[O:11].[ClH:20]. The catalyst class is: 12. (5) Reactant: [Li+].CCC[CH2-].[N:6]1[CH:11]=[CH:10][CH:9]=[C:8]([NH:12][C:13](=[O:19])[O:14][C:15]([CH3:18])([CH3:17])[CH3:16])[CH:7]=1.CN(C)CCN(C)C.[I:28]I. Product: [I:28][C:9]1[CH:10]=[CH:11][N:6]=[CH:7][C:8]=1[NH:12][C:13](=[O:19])[O:14][C:15]([CH3:16])([CH3:18])[CH3:17]. The catalyst class is: 280.